Task: Predict the product of the given reaction.. Dataset: Forward reaction prediction with 1.9M reactions from USPTO patents (1976-2016) (1) Given the reactants [Cl:1][C:2]1[N:7]=[C:6](Cl)[C:5]([O:9][CH3:10])=[CH:4][N:3]=1.[N+:11]([C:14]1[CH:15]=[C:16]([OH:20])[CH:17]=[CH:18][CH:19]=1)([O-:13])=[O:12].C([O-])([O-])=O.[K+].[K+].O, predict the reaction product. The product is: [Cl:1][C:2]1[N:7]=[C:6]([O:20][C:16]2[CH:17]=[CH:18][CH:19]=[C:14]([N+:11]([O-:13])=[O:12])[CH:15]=2)[C:5]([O:9][CH3:10])=[CH:4][N:3]=1. (2) Given the reactants [CH2:1]([O:3][C:4](=[O:11])[CH:5]1[CH2:10][CH2:9][NH:8][CH2:7][CH2:6]1)[CH3:2].C(N(CC)CC)C.[F:19][C:20]1[CH:25]=[CH:24][C:23]([S:26](Cl)(=[O:28])=[O:27])=[CH:22][CH:21]=1, predict the reaction product. The product is: [F:19][C:20]1[CH:25]=[CH:24][C:23]([S:26]([N:8]2[CH2:7][CH2:6][CH:5]([C:4]([O:3][CH2:1][CH3:2])=[O:11])[CH2:10][CH2:9]2)(=[O:28])=[O:27])=[CH:22][CH:21]=1. (3) Given the reactants C([O:8][N:9]1[C:14]2[N:15]=[CH:16][N:17]=[C:18]([CH3:19])[C:13]=2[C:12]([OH:20])=[CH:11][C:10]1=[O:21])C1C=CC=CC=1.[H][H], predict the reaction product. The product is: [OH:20][C:12]1[C:13]2[C:18]([CH3:19])=[N:17][CH:16]=[N:15][C:14]=2[N:9]([OH:8])[C:10](=[O:21])[CH:11]=1. (4) Given the reactants [NH2:1][CH2:2][C:3]1[S:4][C:5]2[CH:11]=[CH:10][C:9]([NH:12][C:13](=[O:24])[C:14]3[CH:19]=[CH:18][C:17]([C:20]([CH3:23])([CH3:22])[CH3:21])=[CH:16][CH:15]=3)=[CH:8][C:6]=2[N:7]=1.[CH3:25][S:26](Cl)(=[O:28])=[O:27].CCN(CC)CC, predict the reaction product. The product is: [C:20]([C:17]1[CH:16]=[CH:15][C:14]([C:13]([NH:12][C:9]2[CH:10]=[CH:11][C:5]3[S:4][C:3]([CH2:2][NH:1][S:26]([CH3:25])(=[O:28])=[O:27])=[N:7][C:6]=3[CH:8]=2)=[O:24])=[CH:19][CH:18]=1)([CH3:21])([CH3:23])[CH3:22].